This data is from Catalyst prediction with 721,799 reactions and 888 catalyst types from USPTO. The task is: Predict which catalyst facilitates the given reaction. (1) Reactant: [N:1]1([C:5]([C:7]2[CH:12]=[CH:11][C:10]([O:13][C:14]3[CH:15]=[C:16]([CH:26]=[C:27]([O:29][CH:30]([CH2:33][F:34])[CH2:31][F:32])[CH:28]=3)[C:17]([NH:19][C:20]3[CH:24]=[CH:23][N:22]([CH3:25])[N:21]=3)=[O:18])=[C:9](Cl)[CH:8]=2)=[O:6])[CH2:4][CH2:3][CH2:2]1.C(N(CC)CC)C. Product: [N:1]1([C:5]([C:7]2[CH:12]=[CH:11][C:10]([O:13][C:14]3[CH:15]=[C:16]([CH:26]=[C:27]([O:29][CH:30]([CH2:31][F:32])[CH2:33][F:34])[CH:28]=3)[C:17]([NH:19][C:20]3[CH:24]=[CH:23][N:22]([CH3:25])[N:21]=3)=[O:18])=[CH:9][CH:8]=2)=[O:6])[CH2:2][CH2:3][CH2:4]1. The catalyst class is: 29. (2) Product: [Br:3][C:4]1[N:5]([C:20]2[C:29]3[C:24](=[CH:25][CH:26]=[CH:27][CH:28]=3)[C:23]([CH:30]3[CH2:32][CH2:31]3)=[CH:22][CH:21]=2)[C:6]([S:9][CH2:10][C:11]([NH:13][CH2:14][C:15]([OH:17])=[O:16])=[O:12])=[N:7][N:8]=1. Reactant: [OH-].[Li+].[Br:3][C:4]1[N:5]([C:20]2[C:29]3[C:24](=[CH:25][CH:26]=[CH:27][CH:28]=3)[C:23]([CH:30]3[CH2:32][CH2:31]3)=[CH:22][CH:21]=2)[C:6]([S:9][CH2:10][C:11]([NH:13][CH2:14][C:15]([O:17]CC)=[O:16])=[O:12])=[N:7][N:8]=1. The catalyst class is: 20. (3) Reactant: Cl[C:2]1[N:7]=[CH:6][N:5]=[C:4]([NH:8][C:9]2[CH:14]=[CH:13][C:12]([C:15]([F:18])([F:17])[F:16])=[CH:11][CH:10]=2)[CH:3]=1.Cl.[N:20]1[C:25]2[CH:26]=[CH:27][C:28](B(O)O)=[CH:29][C:24]=2[N:23]=[CH:22][CH:21]=1.C([O-])([O-])=O.[Na+].[Na+]. Product: [N:20]1[C:25]2[C:24](=[CH:29][C:28]([C:2]3[N:7]=[CH:6][N:5]=[C:4]([NH:8][C:9]4[CH:14]=[CH:13][C:12]([C:15]([F:18])([F:17])[F:16])=[CH:11][CH:10]=4)[CH:3]=3)=[CH:27][CH:26]=2)[N:23]=[CH:22][CH:21]=1. The catalyst class is: 628. (4) Reactant: C([O:3][C:4]([C@H:6]1[C@H:8]([C:9](=[O:31])[NH:10][CH:11]([CH2:25][C:26]2[N:27]=[CH:28][NH:29][CH:30]=2)[C:12]([NH:14][C:15]2[S:16][C:17]3[CH:23]=[C:22]([F:24])[CH:21]=[CH:20][C:18]=3[N:19]=2)=[O:13])[O:7]1)=[O:5])C.[Li+].[OH-]. Product: [F:24][C:22]1[CH:21]=[CH:20][C:18]2[N:19]=[C:15]([NH:14][C:12](=[O:13])[C@@H:11]([NH:10][C:9]([C@@H:8]3[O:7][C@H:6]3[C:4]([OH:5])=[O:3])=[O:31])[CH2:25][C:26]3[N:27]=[CH:28][NH:29][CH:30]=3)[S:16][C:17]=2[CH:23]=1. The catalyst class is: 87. (5) Reactant: Cl.[C:2]([NH2:10])(=[NH:9])[C:3]1[CH:8]=[CH:7][CH:6]=[CH:5][CH:4]=1.C(O[CH:14]=[C:15]([CH3:18])[CH:16]=O)C.C[O-].[Na+].O. Product: [CH3:18][C:15]1[CH:14]=[N:9][C:2]([C:3]2[CH:8]=[CH:7][CH:6]=[CH:5][CH:4]=2)=[N:10][CH:16]=1. The catalyst class is: 5. (6) Reactant: [Si:1]([O:18][CH2:19][C@@H:20]1[CH:24]=[CH:23][C:22](=[O:25])[O:21]1)([C:14]([CH3:17])([CH3:16])[CH3:15])([C:8]1[CH:13]=[CH:12][CH:11]=[CH:10][CH:9]=1)[C:2]1[CH:7]=[CH:6][CH:5]=[CH:4][CH:3]=1. Product: [Si:1]([O:18][CH2:19][C@H:20]1[O:21][C:22](=[O:25])[CH2:23][CH2:24]1)([C:14]([CH3:17])([CH3:15])[CH3:16])([C:8]1[CH:13]=[CH:12][CH:11]=[CH:10][CH:9]=1)[C:2]1[CH:7]=[CH:6][CH:5]=[CH:4][CH:3]=1. The catalyst class is: 99. (7) Reactant: [CH:1]1([CH:6]([CH3:12])[CH2:7][CH2:8][C:9](O)=[O:10])[CH2:5][CH2:4][CH2:3][CH2:2]1.[H-].[Al+3].[Li+].[H-].[H-].[H-]. Product: [CH:1]1([CH:6]([CH3:12])[CH2:7][CH2:8][CH2:9][OH:10])[CH2:5][CH2:4][CH2:3][CH2:2]1. The catalyst class is: 385.